This data is from Full USPTO retrosynthesis dataset with 1.9M reactions from patents (1976-2016). The task is: Predict the reactants needed to synthesize the given product. (1) Given the product [OH:34][C@@H:26]([CH2:25][O:24][C:21]1[CH:22]=[CH:23][C:17]2[S:16][C:15]([CH3:14])=[N:19][C:18]=2[CH:20]=1)[CH2:27][N:28]1[CH2:29][CH2:30][N:31]([CH:2]2[CH2:6][CH2:5][N:4]([C:7]3[CH:12]=[CH:11][CH:10]=[CH:9][CH:8]=3)[C:3]2=[O:13])[CH2:32][CH2:33]1, predict the reactants needed to synthesize it. The reactants are: Cl[CH:2]1[CH2:6][CH2:5][N:4]([C:7]2[CH:12]=[CH:11][CH:10]=[CH:9][CH:8]=2)[C:3]1=[O:13].[CH3:14][C:15]1[S:16][C:17]2[CH:23]=[CH:22][C:21]([O:24][CH2:25][CH:26]([OH:34])[CH2:27][N:28]3[CH2:33][CH2:32][NH:31][CH2:30][CH2:29]3)=[CH:20][C:18]=2[N:19]=1.CCN(CC)CC. (2) Given the product [C:1]([O:4][CH2:9][CH2:10][CH2:11][C:12]([CH2:14][CH2:15][CH2:16][C:17](=[O:22])[CH2:18][CH2:19][CH2:20][O:4][C:1](=[O:3])[CH3:2])=[O:13])(=[O:3])[CH3:2], predict the reactants needed to synthesize it. The reactants are: [C:1]([O-:4])(=[O:3])[CH3:2].[K+].[I-].[K+].Br[CH2:9][CH2:10][CH2:11][C:12]([CH2:14][CH2:15][CH2:16][C:17](=[O:22])[CH2:18][CH2:19][CH2:20]Br)=[O:13]. (3) Given the product [CH3:1][O:2][C:3]1[N:8]=[C:7]2[C:9]([C:13]3[NH:28][C:16]4=[N:17][CH:18]=[CH:19][C:20]([CH2:21][S:22][C:23]5[S:24][CH:25]=[CH:26][CH:27]=5)=[C:15]4[CH:14]=3)=[CH:10][N:11]([CH3:12])[C:6]2=[CH:5][C:4]=1[O:39][CH3:40], predict the reactants needed to synthesize it. The reactants are: [CH3:1][O:2][C:3]1[N:8]=[C:7]2[C:9]([C:13]3[N:28](S(C4C=CC(C)=CC=4)(=O)=O)[C:16]4=[N:17][CH:18]=[CH:19][C:20]([CH2:21][S:22][C:23]5[S:24][CH:25]=[CH:26][CH:27]=5)=[C:15]4[CH:14]=3)=[CH:10][N:11]([CH3:12])[C:6]2=[CH:5][C:4]=1[O:39][CH3:40].[OH-].[K+]. (4) Given the product [CH:34]1([CH2:37][N:18]([CH2:17][C:16]2[CH:29]=[CH:30][CH:31]=[C:14]([C:12]3[CH:13]=[C:4]([CH:1]([CH3:3])[CH3:2])[CH:5]=[C:6]4[C:11]=3[N:10]=[CH:9][CH:8]=[CH:7]4)[CH:15]=2)[C:19]2[CH:24]=[CH:23][C:22]([S:25]([CH3:28])(=[O:27])=[O:26])=[CH:21][CH:20]=2)[CH2:36][CH2:35]1, predict the reactants needed to synthesize it. The reactants are: [CH:1]([C:4]1[CH:5]=[C:6]2[C:11](=[C:12]([C:14]3[CH:15]=[C:16]([CH:29]=[CH:30][CH:31]=3)[CH2:17][NH:18][C:19]3[CH:24]=[CH:23][C:22]([S:25]([CH3:28])(=[O:27])=[O:26])=[CH:21][CH:20]=3)[CH:13]=1)[N:10]=[CH:9][CH:8]=[CH:7]2)([CH3:3])[CH3:2].[H-].[Na+].[CH:34]1([CH2:37]Br)[CH2:36][CH2:35]1. (5) Given the product [NH2:4][C:3]1[C:5]([CH3:10])=[CH:6][C:7]([CH:9]=[O:11])=[CH:8][C:2]=1[CH3:1], predict the reactants needed to synthesize it. The reactants are: [CH3:1][C:2]1[CH:8]=[C:7]([CH3:9])[CH:6]=[C:5]([CH3:10])[C:3]=1[NH2:4].[O:11]1CCOCC1. (6) The reactants are: [OH:1][CH2:2][CH:3]1[O:7][N:6]=[C:5]([C:8]2[N:13]=[CH:12][C:11]([C:14]3[CH:19]=[CH:18][C:17]([N:20]4[CH2:24][C@H:23]([CH2:25][N:26]5[CH:30]=[CH:29][N:28]=[N:27]5)[O:22][C:21]4=[O:31])=[CH:16][C:15]=3[F:32])=[CH:10][CH:9]=2)[CH2:4]1.[CH3:33][N:34]([CH3:39])[CH2:35][C:36](O)=[O:37].Cl.CN(C)CCCN=C=NCC.Cl. Given the product [CH3:33][N:34]([CH3:39])[CH2:35][C:36]([O:1][CH2:2][CH:3]1[O:7][N:6]=[C:5]([C:8]2[CH:9]=[CH:10][C:11]([C:14]3[CH:19]=[CH:18][C:17]([N:20]4[CH2:24][C@H:23]([CH2:25][N:26]5[CH:30]=[CH:29][N:28]=[N:27]5)[O:22][C:21]4=[O:31])=[CH:16][C:15]=3[F:32])=[CH:12][N:13]=2)[CH2:4]1)=[O:37], predict the reactants needed to synthesize it.